Dataset: Catalyst prediction with 721,799 reactions and 888 catalyst types from USPTO. Task: Predict which catalyst facilitates the given reaction. (1) Reactant: [Cl:1][C:2]1[CH:3]=[CH:4][C:5]2[N:11]3[C:12]([C:15]([F:18])([F:17])[F:16])=[N:13][N:14]=[C:10]3[C@@H:9]([CH2:19][C:20]([OH:22])=[O:21])[O:8][C@H:7]([C:23]3[CH:28]=[CH:27][CH:26]=[C:25]([O:29][CH3:30])[C:24]=3[Cl:31])[C:6]=2[CH:32]=1.[CH:33](N(C(C)C)CC)([CH3:35])[CH3:34].C(Br)C=C. Product: [Cl:1][C:2]1[CH:3]=[CH:4][C:5]2[N:11]3[C:12]([C:15]([F:18])([F:17])[F:16])=[N:13][N:14]=[C:10]3[C@@H:9]([CH2:19][C:20]([O:22][CH2:35][CH:33]=[CH2:34])=[O:21])[O:8][C@H:7]([C:23]3[CH:28]=[CH:27][CH:26]=[C:25]([O:29][CH3:30])[C:24]=3[Cl:31])[C:6]=2[CH:32]=1. The catalyst class is: 2. (2) Reactant: CC1(C)C(C)(C)OB([C:9]2[CH:10]=[CH:11][C:12]3[O:17][CH2:16][C:15](=[O:18])[NH:14][C:13]=3[CH:19]=2)O1.Br[C:22]1[C:23]([CH3:35])=[N:24][N:25]([CH3:34])[C:26]=1[C:27]1[CH:32]=[CH:31][C:30]([CH3:33])=[CH:29][CH:28]=1.C(=O)([O-])[O-].[Cs+].[Cs+].O. Product: [CH3:34][N:25]1[C:26]([C:27]2[CH:32]=[CH:31][C:30]([CH3:33])=[CH:29][CH:28]=2)=[C:22]([C:9]2[CH:10]=[CH:11][C:12]3[O:17][CH2:16][C:15](=[O:18])[NH:14][C:13]=3[CH:19]=2)[C:23]([CH3:35])=[N:24]1. The catalyst class is: 20. (3) Reactant: [Cl:1][C:2]1[CH:3]=[CH:4][C:5]2[N:11]3[C:12]([C:15]([F:18])([F:17])[F:16])=[N:13][N:14]=[C:10]3[C@@H:9]([CH2:19][C:20]([O:22]C(C)C)=[O:21])[S:8][C@H:7]([C:26]3[CH:31]=[CH:30][CH:29]=[C:28]([O:32][CH3:33])[CH:27]=3)[C:6]=2[CH:34]=1.Cl. Product: [Cl:1][C:2]1[CH:3]=[CH:4][C:5]2[N:11]3[C:12]([C:15]([F:18])([F:17])[F:16])=[N:13][N:14]=[C:10]3[C@@H:9]([CH2:19][C:20]([OH:22])=[O:21])[S:8][C@H:7]([C:26]3[CH:31]=[CH:30][CH:29]=[C:28]([O:32][CH3:33])[CH:27]=3)[C:6]=2[CH:34]=1. The catalyst class is: 155. (4) Reactant: [F:1][C:2]([F:29])([F:28])[C:3]([N:5]1[CH:10]2[CH2:11][CH2:12][CH:6]1[CH2:7][C:8](=[C:13]1[C:26]3[CH:25]=[CH:24][CH:23]=[C:22]([OH:27])[C:21]=3[O:20][C:19]3[C:14]1=[CH:15][CH:16]=[CH:17][CH:18]=3)[CH2:9]2)=[O:4].[F:30][C:31]([F:44])([F:43])[S:32](O[S:32]([C:31]([F:44])([F:43])[F:30])(=[O:34])=[O:33])(=[O:34])=[O:33].C(N(CC)CC)C. Product: [F:29][C:2]([F:1])([F:28])[C:3]([N:5]1[CH:10]2[CH2:11][CH2:12][CH:6]1[CH2:7][C:8](=[C:13]1[C:26]3[CH:25]=[CH:24][CH:23]=[C:22]([O:27][S:32]([C:31]([F:44])([F:43])[F:30])(=[O:34])=[O:33])[C:21]=3[O:20][C:19]3[C:14]1=[CH:15][CH:16]=[CH:17][CH:18]=3)[CH2:9]2)=[O:4]. The catalyst class is: 2. (5) Reactant: [CH3:1][O:2][C:3](=[O:36])[C:4]1[CH:9]=[C:8]([CH2:10][C@@H:11]([C:20]([O:22]CC2C=CC=CC=2)=[O:21])[NH:12][C:13]([O:15][C:16]([CH3:19])([CH3:18])[CH3:17])=[O:14])[CH:7]=[CH:6][C:5]=1[O:30][CH2:31][C:32]([O:34][CH3:35])=[O:33]. Product: [CH3:1][O:2][C:3](=[O:36])[C:4]1[CH:9]=[C:8]([CH2:10][C@H:11]([NH:12][C:13]([O:15][C:16]([CH3:19])([CH3:18])[CH3:17])=[O:14])[C:20]([OH:22])=[O:21])[CH:7]=[CH:6][C:5]=1[O:30][CH2:31][C:32]([O:34][CH3:35])=[O:33]. The catalyst class is: 320. (6) Reactant: [C:1]([O:5][C:6](=[O:30])[N:7]([C:9]1[CH:10]=[C:11]2[C:16](=[CH:17][C:18]=1[F:19])[C:15](=[O:20])[N:14]([C:21]1[CH:26]=[CH:25][C:24]([N+:27]([O-])=O)=[CH:23][CH:22]=1)[CH:13]=[CH:12]2)[CH3:8])([CH3:4])([CH3:3])[CH3:2]. Product: [C:1]([O:5][C:6](=[O:30])[N:7]([C:9]1[CH:10]=[C:11]2[C:16](=[CH:17][C:18]=1[F:19])[C:15](=[O:20])[N:14]([C:21]1[CH:22]=[CH:23][C:24]([NH2:27])=[CH:25][CH:26]=1)[CH:13]=[CH:12]2)[CH3:8])([CH3:4])([CH3:2])[CH3:3]. The catalyst class is: 604. (7) The catalyst class is: 705. Reactant: [NH2:1][C:2]1[S:3][CH:4]=[C:5]([CH2:7][O:8]/[N:9]=[C:10](/[C:17]2[CH:22]=[CH:21][CH:20]=[CH:19][CH:18]=2)\[C:11]2[NH:15][C:14](=[O:16])[O:13][N:12]=2)[N:6]=1.[C:23](=O)([O-])[O-].[K+].[K+].IC. Product: [NH2:1][C:2]1[S:3][CH:4]=[C:5]([CH2:7][O:8]/[N:9]=[C:10](/[C:17]2[CH:22]=[CH:21][CH:20]=[CH:19][CH:18]=2)\[C:11]2[N:15]([CH3:23])[C:14](=[O:16])[O:13][N:12]=2)[N:6]=1. (8) Reactant: [NH2:1][C:2]1[CH:12]=[CH:11][C:5]2[NH:6][C:7](=[O:10])[CH2:8][O:9][C:4]=2[CH:3]=1.Cl[C:14](=[O:20])[C:15]([O:17][CH2:18][CH3:19])=[O:16]. Product: [CH2:18]([O:17][C:15](=[O:16])[C:14]([NH:1][C:2]1[CH:12]=[CH:11][C:5]2[NH:6][C:7](=[O:10])[CH2:8][O:9][C:4]=2[CH:3]=1)=[O:20])[CH3:19]. The catalyst class is: 6.